Dataset: Antibody developability classification from SAbDab with 2,409 antibodies. Task: Regression/Classification. Given an antibody's heavy chain and light chain sequences, predict its developability. TAP uses regression for 5 developability metrics; SAbDab uses binary classification. (1) The antibody is ['EVNLQQSGTVLARPGASVRMSCKASGYSFTSYWLHWIKQRPGQGLEWIGGIYPGNRDTRYTQRFKDKAKLTAVTSANTAYMELSSLTNEDSAVYYCSIIYFDYADFIMDYWGQGTTVTVSS', 'DIVMTQTPLSLPVSLGDKASISCRSSQALVHSNGNTYLHWYLQKPGQSPKLLIYKVSNRFSGVPDRFSGSGSGTDFTLKISRVEAEDLGVFFCSQSTHVPRTFGGGTKLEIK']. Result: 0 (not developable). (2) The antibody is ['EVQLVESGGGLVQPGGSLRLSCAASGFTISDYWIHWVRQAPGKGLEWVAGITPAGGYTYYADSVKGRFTISADTSKNTAYLQMNSLRAEDTAVYYCARFVFFLPYAMDYWGQGTLVTVSS', 'DIQMTQSPSSLSASVGDRVTITCRASQFLSSFGVAWYQQKPGKAPKLLIYGASSLYSGVPSRFSGSGSGTDFTLTISSLQPEDFATYYCQQGLLSPLTFGQGTKVEIK']. Result: 0 (not developable). (3) The antibody is ['4m48', 'ENVLTQSPAIMSTSPGEKVTMTCRASSSVGSSYLHWYQQKSGASPKLWIYSTSNLASGVPARFSGSGSGTSYSLTISSVEAEDAATYYCQQFSGYPLTFGSGTKLEMK']. Result: 1 (developable). (4) The antibody is ['ERLVESGGGVVQPGSSLRLSCAASGFDFSRQGMHWVRQAPGQGLEWVAFIKYDGSEKYHADSVWGRLSISRDNSKDTLYLQMNSLRVEDTATYFCVREAGGPDYRNGYNYYDFYDGYYNYHYMDVWGKGTTVTVSS', 'QSALTQPASVSGSPGQSITISCQGTSNDVGGYESVSWYQQHPGKAPKVVIYDVSKRPSGVSNRFSGSKSGNTASLTISGLQAEDEGDYYCKSLTSTRRRVFGTGTKLTVL']. Result: 0 (not developable).